This data is from Peptide-MHC class I binding affinity with 185,985 pairs from IEDB/IMGT. The task is: Regression. Given a peptide amino acid sequence and an MHC pseudo amino acid sequence, predict their binding affinity value. This is MHC class I binding data. (1) The peptide sequence is TEGEGRVI. The MHC is H-2-Kk with pseudo-sequence H-2-Kk. The binding affinity (normalized) is 1.00. (2) The peptide sequence is PLTFGWCYKL. The MHC is HLA-A23:01 with pseudo-sequence HLA-A23:01. The binding affinity (normalized) is 0.0367. (3) The peptide sequence is RQGLERALL. The MHC is HLA-A31:01 with pseudo-sequence HLA-A31:01. The binding affinity (normalized) is 0.152. (4) The peptide sequence is LLLLGLWGL. The MHC is HLA-A02:01 with pseudo-sequence HLA-A02:01. The binding affinity (normalized) is 0.714. (5) The peptide sequence is DLAAGVDVV. The MHC is HLA-A01:01 with pseudo-sequence HLA-A01:01. The binding affinity (normalized) is 0.0847.